Dataset: TCR-epitope binding with 47,182 pairs between 192 epitopes and 23,139 TCRs. Task: Binary Classification. Given a T-cell receptor sequence (or CDR3 region) and an epitope sequence, predict whether binding occurs between them. (1) Result: 1 (the TCR binds to the epitope). The TCR CDR3 sequence is CASSELGGANTGELFF. The epitope is FLPRVFSAV. (2) The epitope is TLVPQEHYV. The TCR CDR3 sequence is CASSLDLAGIKDTQYF. Result: 0 (the TCR does not bind to the epitope). (3) The epitope is IVTDFSVIK. The TCR CDR3 sequence is CASSLGDRAGANVLTF. Result: 1 (the TCR binds to the epitope).